Dataset: Catalyst prediction with 721,799 reactions and 888 catalyst types from USPTO. Task: Predict which catalyst facilitates the given reaction. (1) Reactant: [OH:1][CH:2]1[CH2:5][O:4][CH2:3]1.CC([O-])(C)C.[K+].Cl[C:13]1[C:18]([C:19]([NH:21][CH2:22][C:23]2[CH:28]=[CH:27][CH:26]=[C:25]([F:29])[CH:24]=2)=[O:20])=[C:17]([CH3:30])[CH:16]=[C:15]([N:31]2[CH2:36][CH2:35][O:34][CH2:33][CH2:32]2)[N:14]=1.O. Product: [F:29][C:25]1[CH:24]=[C:23]([CH2:22][NH:21][C:19]([C:18]2[C:13]([O:1][CH:2]3[CH2:5][O:4][CH2:3]3)=[N:14][C:15]([N:31]3[CH2:36][CH2:35][O:34][CH2:33][CH2:32]3)=[CH:16][C:17]=2[CH3:30])=[O:20])[CH:28]=[CH:27][CH:26]=1. The catalyst class is: 1. (2) Reactant: N1C2C(=CC=C(O)C=2)CCC1.[C:12]([O:16][C:17]([N:19]1[C:28]2[C:23](=[CH:24][CH:25]=[C:26]([OH:29])[CH:27]=2)[CH2:22][CH2:21][CH2:20]1)=[O:18])([CH3:15])([CH3:14])[CH3:13].[C:30](O[C:30]([O:32][C:33]([CH3:36])([CH3:35])[CH3:34])=[O:31])([O:32][C:33]([CH3:36])([CH3:35])[CH3:34])=[O:31]. Product: [C:12]([O:16][C:17]([N:19]1[C:28]2[C:23](=[CH:24][CH:25]=[C:26]([O:29][C:30]([O:32][C:33]([CH3:36])([CH3:35])[CH3:34])=[O:31])[CH:27]=2)[CH2:22][CH2:21][CH2:20]1)=[O:18])([CH3:15])([CH3:13])[CH3:14]. The catalyst class is: 251. (3) Reactant: C[O:2][C:3]([C:5]1([NH:12][C:13](=[O:36])[C:14]2[CH:19]=[CH:18][C:17]([O:20][CH2:21][CH2:22][C:23]3[CH:24]=[C:25]([CH3:29])[CH:26]=[CH:27][CH:28]=3)=[C:16]([CH:30]([OH:35])[C:31]([F:34])([F:33])[F:32])[CH:15]=2)[CH2:10][CH2:9][CH:8]([CH3:11])[CH2:7][CH2:6]1)=[O:4].[OH-].[Li+].O. Product: [CH3:11][CH:8]1[CH2:7][CH2:6][C:5]([NH:12][C:13](=[O:36])[C:14]2[CH:19]=[CH:18][C:17]([O:20][CH2:21][CH2:22][C:23]3[CH:24]=[C:25]([CH3:29])[CH:26]=[CH:27][CH:28]=3)=[C:16]([CH:30]([OH:35])[C:31]([F:32])([F:33])[F:34])[CH:15]=2)([C:3]([OH:4])=[O:2])[CH2:10][CH2:9]1. The catalyst class is: 5. (4) Reactant: [Br:1][C:2]1[CH:7]=[C:6]([O:8][CH2:9][C:10]2[CH:15]=[CH:14][CH:13]=[CH:12][CH:11]=2)[C:5]([NH:16][C:17](=O)[CH3:18])=[C:4]([N+:20]([O-])=O)[CH:3]=1. The catalyst class is: 180. Product: [Br:1][C:2]1[CH:7]=[C:6]([O:8][CH2:9][C:10]2[CH:15]=[CH:14][CH:13]=[CH:12][CH:11]=2)[C:5]2[N:16]=[C:17]([CH3:18])[NH:20][C:4]=2[CH:3]=1. (5) Reactant: [CH3:1][NH:2][C:3]1[CH:8]=[CH:7][C:6]([O:9][C:10]([F:13])([F:12])[F:11])=[CH:5][CH:4]=1.Br[CH2:15][CH2:16][O:17]C1CCCCO1.C(=O)([O-])[O-].[K+].[K+].O. Product: [CH3:1][N:2]([C:3]1[CH:8]=[CH:7][C:6]([O:9][C:10]([F:11])([F:12])[F:13])=[CH:5][CH:4]=1)[CH2:15][CH2:16][OH:17]. The catalyst class is: 3. (6) Reactant: [NH2:1][C:2]1[C:3]([C:8]([OH:10])=O)=[N:4][CH:5]=[CH:6][CH:7]=1.[C:17](O[C:17](=[O:21])[CH2:18][CH2:19][CH3:20])(=[O:21])[CH2:18][CH2:19][CH3:20].C([O-])(O)=O.[Na+].[CH2:27]([NH2:34])[C:28]1[CH:33]=[CH:32][CH:31]=[CH:30][CH:29]=1. Product: [CH2:27]([NH:34][C:8]([C:3]1[C:2]([NH:1][C:17](=[O:21])[CH2:18][CH2:19][CH3:20])=[CH:7][CH:6]=[CH:5][N:4]=1)=[O:10])[C:28]1[CH:33]=[CH:32][CH:31]=[CH:30][CH:29]=1. The catalyst class is: 25.